From a dataset of TCR-epitope binding with 47,182 pairs between 192 epitopes and 23,139 TCRs. Binary Classification. Given a T-cell receptor sequence (or CDR3 region) and an epitope sequence, predict whether binding occurs between them. (1) The epitope is YFPLQSYGF. The TCR CDR3 sequence is CASSLVGAPVVNSPLHF. Result: 0 (the TCR does not bind to the epitope). (2) The epitope is FLLNKEMYL. The TCR CDR3 sequence is CASSLELAGSISSYNEQFF. Result: 1 (the TCR binds to the epitope). (3) The epitope is AYAQKIFKI. The TCR CDR3 sequence is CASSLLLAGGYQETQYF. Result: 0 (the TCR does not bind to the epitope).